From a dataset of Forward reaction prediction with 1.9M reactions from USPTO patents (1976-2016). Predict the product of the given reaction. (1) Given the reactants [Br:1][C:2]1[CH:7]=[CH:6][CH:5]=[CH:4][C:3]=1[S:8](Cl)(=[O:10])=[O:9].C(N(CC)CC)C.[CH2:19]([NH:26][CH2:27][C:28]1[CH:33]=[CH:32][CH:31]=[CH:30][CH:29]=1)[C:20]1[CH:25]=[CH:24][CH:23]=[CH:22][CH:21]=1, predict the reaction product. The product is: [CH2:27]([N:26]([CH2:19][C:20]1[CH:25]=[CH:24][CH:23]=[CH:22][CH:21]=1)[S:8]([C:3]1[CH:4]=[CH:5][CH:6]=[CH:7][C:2]=1[Br:1])(=[O:10])=[O:9])[C:28]1[CH:33]=[CH:32][CH:31]=[CH:30][CH:29]=1. (2) Given the reactants [CH:1]([O:4][C:5]1[NH:9][N:8]=[C:7]([NH2:10])[CH:6]=1)(C)[CH3:2].NC1C=C(O)NN=1, predict the reaction product. The product is: [CH2:1]([O:4][C:5]1[NH:9][N:8]=[C:7]([NH2:10])[CH:6]=1)[CH3:2]. (3) Given the reactants [Br:1][C:2]1[CH:3]=[C:4]([C@@H:7]2[CH2:9][C@H:8]2C(O)=O)[S:5][CH:6]=1.[C:13]([OH:17])([CH3:16])([CH3:15])[CH3:14].C([N:20]([CH2:23]C)CC)C.C1(P(N=[N+]=[N-])(C2C=CC=CC=2)=[O:32])C=CC=CC=1, predict the reaction product. The product is: [C:13]([O:17][C:23](=[O:32])[NH:20][C@@H:8]1[CH2:9][C@H:7]1[C:4]1[S:5][CH:6]=[C:2]([Br:1])[CH:3]=1)([CH3:16])([CH3:15])[CH3:14]. (4) Given the reactants [N:1]1[CH:6]=[CH:5][C:4]([CH2:7][CH2:8][CH:9](C(OCC)=O)[C:10]([O:12][CH2:13]C)=[O:11])=[CH:3][CH:2]=1, predict the reaction product. The product is: [N:1]1[CH:6]=[CH:5][C:4]([CH2:7][CH2:8][CH2:9][C:10]([O:12][CH3:13])=[O:11])=[CH:3][CH:2]=1. (5) Given the reactants Cl[CH2:2][C:3]([N:5]1[CH2:10][CH2:9][N:8]([S:11]([C:14]2[CH:23]=[CH:22][C:21]3[C:16](=[CH:17][CH:18]=[CH:19][CH:20]=3)[CH:15]=2)(=[O:13])=[O:12])[CH2:7][CH2:6]1)=[O:4].[F:24][C:25]([F:38])([F:37])[C:26]1[CH:31]=[CH:30][C:29]([CH2:32][CH2:33]C(O)=O)=[CH:28][CH:27]=1.CCN(C(C)C)C(C)C.CN(C(ON1N=NC2C=CC=NC1=2)=[N+](C)C)C.F[P-](F)(F)(F)(F)F, predict the reaction product. The product is: [CH:15]1[C:16]2[C:21](=[CH:20][CH:19]=[CH:18][CH:17]=2)[CH:22]=[CH:23][C:14]=1[S:11]([N:8]1[CH2:9][CH2:10][N:5]([C:3]([CH:2]2[CH2:33][CH:32]2[C:29]2[CH:28]=[CH:27][C:26]([C:25]([F:24])([F:37])[F:38])=[CH:31][CH:30]=2)=[O:4])[CH2:6][CH2:7]1)(=[O:13])=[O:12].